This data is from NCI-60 drug combinations with 297,098 pairs across 59 cell lines. The task is: Regression. Given two drug SMILES strings and cell line genomic features, predict the synergy score measuring deviation from expected non-interaction effect. (1) Drug 1: COCCOC1=C(C=C2C(=C1)C(=NC=N2)NC3=CC=CC(=C3)C#C)OCCOC.Cl. Drug 2: N.N.Cl[Pt+2]Cl. Cell line: SNB-75. Synergy scores: CSS=39.0, Synergy_ZIP=-9.27, Synergy_Bliss=-0.463, Synergy_Loewe=2.55, Synergy_HSA=3.27. (2) Drug 1: C1=CN(C(=O)N=C1N)C2C(C(C(O2)CO)O)O.Cl. Drug 2: C1=NNC2=C1C(=O)NC=N2. Cell line: ACHN. Synergy scores: CSS=67.4, Synergy_ZIP=-2.58, Synergy_Bliss=-2.44, Synergy_Loewe=-19.2, Synergy_HSA=-0.390. (3) Drug 1: CCCS(=O)(=O)NC1=C(C(=C(C=C1)F)C(=O)C2=CNC3=C2C=C(C=N3)C4=CC=C(C=C4)Cl)F. Drug 2: CCCCCOC(=O)NC1=NC(=O)N(C=C1F)C2C(C(C(O2)C)O)O. Cell line: SN12C. Synergy scores: CSS=-1.91, Synergy_ZIP=0.509, Synergy_Bliss=-0.986, Synergy_Loewe=-2.34, Synergy_HSA=-3.00. (4) Drug 1: CCC1(CC2CC(C3=C(CCN(C2)C1)C4=CC=CC=C4N3)(C5=C(C=C6C(=C5)C78CCN9C7C(C=CC9)(C(C(C8N6C)(C(=O)OC)O)OC(=O)C)CC)OC)C(=O)OC)O.OS(=O)(=O)O. Drug 2: C1=CC=C(C=C1)NC(=O)CCCCCCC(=O)NO. Cell line: MOLT-4. Synergy scores: CSS=58.6, Synergy_ZIP=7.55, Synergy_Bliss=9.55, Synergy_Loewe=4.76, Synergy_HSA=5.73. (5) Drug 1: C1=CC(=C2C(=C1NCCNCCO)C(=O)C3=C(C=CC(=C3C2=O)O)O)NCCNCCO. Drug 2: CC1=C(C(=O)C2=C(C1=O)N3CC4C(C3(C2COC(=O)N)OC)N4)N. Cell line: NCI/ADR-RES. Synergy scores: CSS=15.4, Synergy_ZIP=0.231, Synergy_Bliss=7.77, Synergy_Loewe=6.08, Synergy_HSA=5.93.